This data is from Catalyst prediction with 721,799 reactions and 888 catalyst types from USPTO. The task is: Predict which catalyst facilitates the given reaction. (1) Reactant: [NH2:1][C:2]1[CH:7]=[CH:6][C:5]([C:8]([N:10]2[CH2:15][CH2:14][O:13][CH2:12][CH2:11]2)=[O:9])=[CH:4][CH:3]=1.C[Si]([N-][Si](C)(C)C)(C)C.[Li+].Cl[C:27]1[N:35]=[C:34]([Cl:36])[CH:33]=[CH:32][C:28]=1[C:29]([OH:31])=[O:30]. Product: [Cl:36][C:34]1[CH:33]=[CH:32][C:28]([C:29]([OH:31])=[O:30])=[C:27]([NH:1][C:2]2[CH:3]=[CH:4][C:5]([C:8]([N:10]3[CH2:11][CH2:12][O:13][CH2:14][CH2:15]3)=[O:9])=[CH:6][CH:7]=2)[N:35]=1. The catalyst class is: 1. (2) Reactant: O[CH2:2][C:3]1[O:7][C:6]([C:8]2[C:9]([O:23][CH2:24][CH2:25][Si:26]([CH3:29])([CH3:28])[CH3:27])=[N:10][C:11]([NH:14][CH2:15][CH2:16][C:17]3[CH:22]=[CH:21][N:20]=[CH:19][CH:18]=3)=[N:12][CH:13]=2)=[N:5][N:4]=1.CS(OS(C)(=O)=O)(=O)=O.C(N(CC)CC)C.C(=O)([O-])O.[Na+].[CH3:51][N:52]1[CH2:57][CH2:56][NH:55][CH2:54][CH2:53]1. Product: [CH3:51][N:52]1[CH2:57][CH2:56][N:55]([CH2:2][C:3]2[O:7][C:6]([C:8]3[C:9]([O:23][CH2:24][CH2:25][Si:26]([CH3:27])([CH3:29])[CH3:28])=[N:10][C:11]([NH:14][CH2:15][CH2:16][C:17]4[CH:22]=[CH:21][N:20]=[CH:19][CH:18]=4)=[N:12][CH:13]=3)=[N:5][N:4]=2)[CH2:54][CH2:53]1. The catalyst class is: 4. (3) Reactant: [CH3:1][O:2][C:3](=[O:23])[C:4]1[CH:9]=[CH:8][C:7]([S:10]([N:13]2[C:21]3[C:16](=[CH:17][CH:18]=[CH:19][CH:20]=3)[C:15](I)=[CH:14]2)(=[O:12])=[O:11])=[CH:6][CH:5]=1.[F:24][C:25]1[C:30](B(O)O)=[CH:29][CH:28]=[CH:27][N:26]=1.C(=O)([O-])[O-].[Na+].[Na+].ClCCl. Product: [CH3:1][O:2][C:3](=[O:23])[C:4]1[CH:9]=[CH:8][C:7]([S:10]([N:13]2[C:21]3[C:16](=[CH:17][CH:18]=[CH:19][CH:20]=3)[C:15]([C:30]3[C:25]([F:24])=[N:26][CH:27]=[CH:28][CH:29]=3)=[CH:14]2)(=[O:12])=[O:11])=[CH:6][CH:5]=1. The catalyst class is: 1. (4) Reactant: [CH:1]1([N:4]2[CH2:9][CH2:8][O:7][CH2:6][CH:5]2[C:10]([NH2:12])=O)[CH2:3][CH2:2]1.[ClH:13]. Product: [ClH:13].[CH:1]1([N:4]2[CH2:9][CH2:8][O:7][CH2:6][CH:5]2[CH2:10][NH2:12])[CH2:3][CH2:2]1. The catalyst class is: 1. (5) Reactant: [CH2:1]([O:8][C:9]1[CH:19]=[CH:18][C:12]([CH:13]=[CH:14][C:15]([OH:17])=[O:16])=[CH:11][CH:10]=1)[C:2]1[CH:7]=[CH:6][CH:5]=[CH:4][CH:3]=1.[CH:20]12[CH2:27][CH:23]([CH:24](O)[CH2:25]1)[CH:22]=[CH:21]2. Product: [CH2:1]([O:8][C:9]1[CH:10]=[CH:11][C:12]([CH:13]=[CH:14][C:15]([O-:17])=[O:16])=[CH:18][CH:19]=1)[C:2]1[CH:3]=[CH:4][CH:5]=[CH:6][CH:7]=1.[CH:20]12[CH2:27][CH:23]([CH:22]=[CH:21]1)[CH2:24][CH2:25]2. The catalyst class is: 113. (6) Reactant: [F:1][C:2]1[CH:3]=[C:4]([C:8]#[C:9][CH2:10][N:11]2[CH:15]=[C:14]([C:16]3[N:24](COCC[Si](C)(C)C)[C:23]4[C:22](=[O:33])[N:21]([CH3:34])[C:20](=[O:35])[N:19]([CH3:36])[C:18]=4[N:17]=3)[CH:13]=[N:12]2)[CH:5]=[CH:6][CH:7]=1.Cl. Product: [F:1][C:2]1[CH:3]=[C:4]([C:8]#[C:9][CH2:10][N:11]2[CH:15]=[C:14]([C:16]3[NH:24][C:23]4[C:22](=[O:33])[N:21]([CH3:34])[C:20](=[O:35])[N:19]([CH3:36])[C:18]=4[N:17]=3)[CH:13]=[N:12]2)[CH:5]=[CH:6][CH:7]=1. The catalyst class is: 14. (7) Reactant: [CH2:1]([C:3]1[C:7]([CH2:8][CH3:9])=[CH:6][NH:5][C:4]=1C(OCC)=O)[CH3:2].[OH-].[K+]. Product: [CH2:1]([C:3]1[C:7]([CH2:8][CH3:9])=[CH:6][NH:5][CH:4]=1)[CH3:2]. The catalyst class is: 196.